This data is from Forward reaction prediction with 1.9M reactions from USPTO patents (1976-2016). The task is: Predict the product of the given reaction. (1) The product is: [CH2:1]([NH:13][C:14]([C:15]1[CH:20]=[C:19]([C:21]2[CH:26]=[CH:25][CH:24]=[C:23]([C:27]([F:30])([F:29])[F:28])[CH:22]=2)[C:18]([O:31][CH2:32][CH2:33][NH2:37])=[C:17]([Br:35])[CH:16]=1)=[O:36])[CH2:2][CH2:3][CH2:4][CH2:5][CH2:6][CH2:7][CH2:8][CH2:9][CH2:10][CH2:11][CH3:12]. Given the reactants [CH2:1]([NH:13][C:14](=[O:36])[C:15]1[CH:20]=[C:19]([C:21]2[CH:26]=[CH:25][CH:24]=[C:23]([C:27]([F:30])([F:29])[F:28])[CH:22]=2)[C:18]([O:31][CH2:32][CH2:33]Br)=[C:17]([Br:35])[CH:16]=1)[CH2:2][CH2:3][CH2:4][CH2:5][CH2:6][CH2:7][CH2:8][CH2:9][CH2:10][CH2:11][CH3:12].[N-:37]=[N+]=[N-].[Na+].P(OCC)(OCC)OCC, predict the reaction product. (2) Given the reactants [C:1]([C:3]1[CH:8]=[C:7]([F:9])[CH:6]=[CH:5][C:4]=1[CH2:10][C:11]([OH:13])=O)#[CH:2].C(Cl)(=O)C(Cl)=O.CN(C=O)C.[Pb](SC#N)[S:26][C:27]#[N:28], predict the reaction product. The product is: [C:1]([C:3]1[CH:8]=[C:7]([F:9])[CH:6]=[CH:5][C:4]=1[CH2:10][C:11]([N:28]=[C:27]=[S:26])=[O:13])#[CH:2]. (3) Given the reactants I[C:2]1[CH:7]=[C:6]([C:8]2[CH:13]=[CH:12][N:11]=[CH:10][CH:9]=2)[N:5]=[N:4][C:3]=1[O:14][CH3:15].[C:16]([O:20][C:21]([N:23]1[C:31]2[C:26](=[CH:27][CH:28]=[C:29]([Br:32])[CH:30]=2)[CH:25]=[C:24]1B1OC(C)(C)C(C)(C)O1)=[O:22])([CH3:19])([CH3:18])[CH3:17].C(=O)([O-])[O-].[Cs+].[Cs+].ClCCl, predict the reaction product. The product is: [C:16]([O:20][C:21]([N:23]1[C:31]2[C:26](=[CH:27][CH:28]=[C:29]([Br:32])[CH:30]=2)[CH:25]=[C:24]1[C:2]1[CH:7]=[C:6]([C:8]2[CH:13]=[CH:12][N:11]=[CH:10][CH:9]=2)[N:5]=[N:4][C:3]=1[O:14][CH3:15])=[O:22])([CH3:19])([CH3:17])[CH3:18]. (4) Given the reactants [F:1][C:2]1[CH:3]=[C:4]([N:21]2[CH2:25][C@H:24]([CH2:26][N:27]3[CH:31]=[CH:30][N:29]=[N:28]3)[O:23][C:22]2=[O:32])[CH:5]=[CH:6][C:7]=1[C:8]1[CH:9]=[N:10][C:11]([C:14]2[CH2:18][C@@H:17]([CH2:19][OH:20])[O:16][N:15]=2)=[CH:12][CH:13]=1.[CH3:33][O:34][CH2:35][CH2:36][C:37](O)=[O:38].Cl.CN(C)CCCN=C=NCC, predict the reaction product. The product is: [CH3:33][O:34][CH2:35][CH2:36][C:37]([O:20][CH2:19][C@H:17]1[O:16][N:15]=[C:14]([C:11]2[CH:12]=[CH:13][C:8]([C:7]3[CH:6]=[CH:5][C:4]([N:21]4[CH2:25][C@H:24]([CH2:26][N:27]5[CH:31]=[CH:30][N:29]=[N:28]5)[O:23][C:22]4=[O:32])=[CH:3][C:2]=3[F:1])=[CH:9][N:10]=2)[CH2:18]1)=[O:38]. (5) The product is: [CH3:42][O:25][CH2:24][C@H:20]1[CH2:21][CH2:22][CH2:23][N:19]1[CH:17]=[O:18]. Given the reactants ClC1C=C(OCC(F)(F)F)C=CC=1C(N1C2C=CC=CC=2CN([C:17]([N:19]2[CH2:23][CH2:22][CH2:21][C@@H:20]2[CH2:24][OH:25])=[O:18])[C@H](C)C1)=O.[H-].[Na+].CI.N1CCNC[CH2:42]1, predict the reaction product. (6) Given the reactants [NH2:1][CH:2]([CH2:7][C:8]([OH:10])=[O:9])[CH2:3][CH:4]([CH3:6])[CH3:5].[CH3:11][C:12]([O:15][C:16](O[C:16]([O:15][C:12]([CH3:14])([CH3:13])[CH3:11])=[O:17])=[O:17])([CH3:14])[CH3:13].Cl, predict the reaction product. The product is: [C:12]([O:15][C:16]([NH:1][CH:2]([CH2:3][CH:4]([CH3:6])[CH3:5])[CH2:7][C:8]([OH:10])=[O:9])=[O:17])([CH3:14])([CH3:13])[CH3:11]. (7) Given the reactants [F:1][C:2]([F:18])([CH:15]([F:17])[F:16])[CH2:3][O:4][C:5]1[C:10]([C:11]([F:14])([F:13])[F:12])=[CH:9][CH:8]=[CH:7][N:6]=1.[B:19]1([B:19]2[O:23][C:22]([CH3:25])([CH3:24])[C:21]([CH3:27])([CH3:26])[O:20]2)[O:23][C:22]([CH3:25])([CH3:24])[C:21]([CH3:27])([CH3:26])[O:20]1, predict the reaction product. The product is: [F:18][C:2]([F:1])([CH:15]([F:17])[F:16])[CH2:3][O:4][C:5]1[C:10]([C:11]([F:12])([F:13])[F:14])=[CH:9][C:8]([B:19]2[O:23][C:22]([CH3:25])([CH3:24])[C:21]([CH3:27])([CH3:26])[O:20]2)=[CH:7][N:6]=1.